Dataset: Reaction yield outcomes from USPTO patents with 853,638 reactions. Task: Predict the reaction yield, written as a fraction of the theoretical maximum amount of product (1.0 means a 100% yield; for example, 0.34 means a 34% yield). (1) The reactants are [Cl:1][C:2]1[S:6][C:5]([S:7]([NH:10][C@H:11]([C:17](O)=[O:18])[CH:12]([CH2:15][CH3:16])[CH2:13][CH3:14])(=[O:9])=[O:8])=[CH:4][CH:3]=1. The catalyst is C1COCC1. The product is [Cl:1][C:2]1[S:6][C:5]([S:7]([NH:10][C@H:11]([CH2:17][OH:18])[CH:12]([CH2:13][CH3:14])[CH2:15][CH3:16])(=[O:9])=[O:8])=[CH:4][CH:3]=1. The yield is 0.810. (2) The reactants are S(Cl)(Cl)=O.[OH:5][C:6]1[CH:7]=[C:8]([CH2:12][C:13]([OH:15])=[O:14])[CH:9]=[CH:10][CH:11]=1.[CH3:16]O. No catalyst specified. The product is [OH:5][C:6]1[CH:7]=[C:8]([CH2:12][C:13]([O:15][CH3:16])=[O:14])[CH:9]=[CH:10][CH:11]=1. The yield is 0.940. (3) The catalyst is C1(C)C=CC=CC=1. The yield is 0.750. The reactants are C[O:2][C:3](=[O:27])[CH:4]([Cl:26])[C:5](=[O:25])[CH2:6][C:7]([CH:20]1[CH2:24][CH2:23][CH2:22][CH2:21]1)(O)[CH2:8][CH2:9][C:10]1[CH:15]=[CH:14][C:13]([O:16][CH3:17])=[C:12]([Cl:18])[CH:11]=1.CCCC[Sn](Cl)(O[Sn](Cl)(CCCC)CCCC)CCCC. The product is [Cl:26][C:4]1[C:3](=[O:2])[O:27][C:7]([CH2:8][CH2:9][C:10]2[CH:15]=[CH:14][C:13]([O:16][CH3:17])=[C:12]([Cl:18])[CH:11]=2)([CH:20]2[CH2:21][CH2:22][CH2:23][CH2:24]2)[CH2:6][C:5]=1[OH:25]. (4) The reactants are [F:1][C:2]1([C:15]2[CH:24]=[CH:23][CH:22]=[C:21]3[C:16]=2[CH:17]=[CH:18][CH:19]=[N:20]3)[CH2:7][CH2:6][N:5](C(OC(C)(C)C)=O)[CH2:4][CH2:3]1.C(Cl)Cl. The catalyst is C(O)(C(F)(F)F)=O. The product is [F:1][C:2]1([C:15]2[CH:24]=[CH:23][CH:22]=[C:21]3[C:16]=2[CH:17]=[CH:18][CH:19]=[N:20]3)[CH2:3][CH2:4][NH:5][CH2:6][CH2:7]1. The yield is 0.760. (5) The reactants are CN(C([O:8]N1N=NC2C=CC=CC1=2)=[N+](C)C)C.[B-](F)(F)(F)F.[F:23][C:24]1[CH:25]=[C:26]([N:31]([CH3:54])[CH:32]([C:34]2[CH:35]=[C:36]([C:51](O)=[O:52])[CH:37]=[C:38]3[C:43]=2[O:42][C:41]([N:44]2[CH2:49][CH2:48][O:47][CH2:46][CH2:45]2)=[CH:40][C:39]3=[O:50])[CH3:33])[CH:27]=[C:28]([F:30])[CH:29]=1.[CH2:55]([N:57]([CH:61](C)C)C(C)C)[CH3:56].CNC(O)C. The catalyst is CN(C=O)C. The product is [F:30][C:28]1[CH:27]=[C:26]([N:31]([CH3:54])[CH:32]([C:34]2[CH:35]=[C:36]([C:51]([N:57]([CH2:55][CH2:56][OH:8])[CH3:61])=[O:52])[CH:37]=[C:38]3[C:43]=2[O:42][C:41]([N:44]2[CH2:45][CH2:46][O:47][CH2:48][CH2:49]2)=[CH:40][C:39]3=[O:50])[CH3:33])[CH:25]=[C:24]([F:23])[CH:29]=1. The yield is 0.640. (6) The reactants are Cl[C:2]1[NH:3][CH:4]=[C:5]([N+:7]([O-:9])=[O:8])[N:6]=1.[CH3:10][C@:11]1([CH2:14][N:15]2[CH2:20][CH2:19][CH:18]([C:21]([O:23][CH2:24][CH3:25])=[O:22])[CH2:17][CH2:16]2)[CH2:13][O:12]1.C(=O)([O-])O.[Na+]. The catalyst is C(O)C. The product is [CH3:13][C@@:11]1([CH2:14][N:15]2[CH2:16][CH2:17][CH:18]([C:21]([O:23][CH2:24][CH3:25])=[O:22])[CH2:19][CH2:20]2)[O:12][C:2]2=[N:6][C:5]([N+:7]([O-:9])=[O:8])=[CH:4][N:3]2[CH2:10]1. The yield is 0.200. (7) The reactants are [OH-].[K+].C([O:5][C:6]([C:8]1([CH2:11][CH2:12][CH2:13][CH2:14][CH2:15][CH2:16][CH2:17][CH2:18][CH2:19][CH2:20][CH2:21][CH2:22][C:23]2([CH:26]([F:28])[F:27])[CH2:25][CH2:24]2)[CH2:10][CH2:9]1)=[O:7])C.Cl. The catalyst is C(O)C.O. The product is [F:27][CH:26]([F:28])[C:23]1([CH2:22][CH2:21][CH2:20][CH2:19][CH2:18][CH2:17][CH2:16][CH2:15][CH2:14][CH2:13][CH2:12][CH2:11][C:8]2([C:6]([OH:7])=[O:5])[CH2:9][CH2:10]2)[CH2:25][CH2:24]1. The yield is 0.695. (8) The reactants are Br[C:2]1[CH:7]=[CH:6][C:5]([S:8]([N:11]2[CH2:15][CH2:14][CH2:13][C@@H:12]2[CH2:16][OH:17])(=[O:10])=[O:9])=[CH:4][CH:3]=1.[NH2:18][C:19]1[CH:20]=[C:21](B(O)O)[CH:22]=[CH:23][CH:24]=1.C(=O)([O-])[O-].[K+].[K+].O. The catalyst is CN(C=O)C.C1C=CC([P]([Pd]([P](C2C=CC=CC=2)(C2C=CC=CC=2)C2C=CC=CC=2)([P](C2C=CC=CC=2)(C2C=CC=CC=2)C2C=CC=CC=2)[P](C2C=CC=CC=2)(C2C=CC=CC=2)C2C=CC=CC=2)(C2C=CC=CC=2)C2C=CC=CC=2)=CC=1. The product is [NH2:18][C:19]1[CH:24]=[C:23]([C:2]2[CH:7]=[CH:6][C:5]([S:8]([N:11]3[CH2:15][CH2:14][CH2:13][C@@H:12]3[CH2:16][OH:17])(=[O:10])=[O:9])=[CH:4][CH:3]=2)[CH:22]=[CH:21][CH:20]=1. The yield is 0.490. (9) The reactants are [CH:1]1([NH2:8])[CH2:6][CH2:5][CH2:4][CH:3]([NH2:7])[CH2:2]1.[C:9](O[C:9]([O:11][C:12]([CH3:15])([CH3:14])[CH3:13])=[O:10])([O:11][C:12]([CH3:15])([CH3:14])[CH3:13])=[O:10]. The yield is 0.350. The product is [C:12]([O:11][C:9]([NH:7][CH:3]1[CH2:4][CH2:5][CH2:6][CH:1]([NH2:8])[CH2:2]1)=[O:10])([CH3:15])([CH3:14])[CH3:13]. The catalyst is C(Cl)(Cl)Cl. (10) The reactants are [Br:1][C:2]1[CH:7]=[CH:6][C:5]([S:8](Cl)(=[O:10])=[O:9])=[CH:4][C:3]=1[F:12].O.NN.[C:16]([O-])(=O)[CH3:17].[Na+].C(I)C. The catalyst is C1COCC1. The product is [Br:1][C:2]1[CH:7]=[CH:6][C:5]([S:8]([CH2:16][CH3:17])(=[O:10])=[O:9])=[CH:4][C:3]=1[F:12]. The yield is 0.640.